Dataset: Catalyst prediction with 721,799 reactions and 888 catalyst types from USPTO. Task: Predict which catalyst facilitates the given reaction. (1) Reactant: [CH2:1]([O:3][C:4](=[O:19])[C:5]1[CH:10]=[C:9]([C:11]([F:14])([F:13])[F:12])[C:8]([CH:15]=O)=[C:7]([Cl:17])[C:6]=1[NH2:18])[CH3:2].[NH:20]1[CH2:25][CH2:24][CH2:23][C@@H:22]([NH:26][C:27](=[O:33])[O:28][C:29]([CH3:32])([CH3:31])[CH3:30])[CH2:21]1. Product: [NH2:18][C:6]1[C:7]([Cl:17])=[C:8]([CH2:15][N:20]2[CH2:25][CH2:24][CH2:23][C@@H:22]([NH:26][C:27]([O:28][C:29]([CH3:32])([CH3:31])[CH3:30])=[O:33])[CH2:21]2)[C:9]([C:11]([F:14])([F:13])[F:12])=[CH:10][C:5]=1[C:4]([O:3][CH2:1][CH3:2])=[O:19]. The catalyst class is: 22. (2) Reactant: [Br:1][C:2]1[CH:7]=[CH:6][C:5]([O:8][CH3:9])=[C:4]([N+:10]([O-])=O)[CH:3]=1.C(N(CC)CC)C. Product: [Br:1][C:2]1[CH:7]=[CH:6][C:5]([O:8][CH3:9])=[C:4]([CH:3]=1)[NH2:10]. The catalyst class is: 470.